Task: Predict the reactants needed to synthesize the given product.. Dataset: Full USPTO retrosynthesis dataset with 1.9M reactions from patents (1976-2016) Given the product [CH3:14][O:13][C:6]1[C:5]2[C:10](=[C:11]([NH2:12])[CH:2]=[CH:3][CH:4]=2)[N:9]=[CH:8][CH:7]=1, predict the reactants needed to synthesize it. The reactants are: Cl[C:2]1[C:11]([NH2:12])=[C:10]2[C:5]([C:6]([O:13][CH3:14])=[CH:7][CH:8]=[N:9]2)=[CH:4][CH:3]=1.C([O-])=O.[NH4+].